Dataset: Forward reaction prediction with 1.9M reactions from USPTO patents (1976-2016). Task: Predict the product of the given reaction. Given the reactants [F:1][C:2]([Si](C)(C)C)([F:4])[F:3].[F-].C([N+](CCCC)(CCCC)CCCC)CCC.[C:27]([C:30]1[N:34]2[CH2:35][C@H:36]([C:48]3[CH:53]=[CH:52][CH:51]=[C:50]([F:54])[C:49]=3[F:55])[CH2:37][CH2:38][C@@H:39]([NH:40][C:41](=[O:47])[O:42][C:43]([CH3:46])([CH3:45])[CH3:44])[C:33]2=[N:32][CH:31]=1)(=[O:29])[CH3:28], predict the reaction product. The product is: [F:55][C:49]1[C:50]([F:54])=[CH:51][CH:52]=[CH:53][C:48]=1[C@H:36]1[CH2:35][N:34]2[C:30]([C:27]([OH:29])([CH3:28])[C:2]([F:4])([F:3])[F:1])=[CH:31][N:32]=[C:33]2[C@H:39]([NH:40][C:41](=[O:47])[O:42][C:43]([CH3:46])([CH3:45])[CH3:44])[CH2:38][CH2:37]1.